Dataset: HIV replication inhibition screening data with 41,000+ compounds from the AIDS Antiviral Screen. Task: Binary Classification. Given a drug SMILES string, predict its activity (active/inactive) in a high-throughput screening assay against a specified biological target. (1) The compound is Cc1ccccc1N=Cc1ccc(N(CCC#N)S(=O)(=O)c2ccccc2)cc1. The result is 0 (inactive). (2) The result is 1 (active). The drug is O=C(NN1C(=O)C=CC1=O)c1ccccc1Nc1ccccc1C(=O)NN1C(=O)C=CC1=O. (3) The compound is CC(C)C(NC(=O)OC(C)(C)C)C(=O)NCC(=O)OCc1ccccc1. The result is 0 (inactive). (4) The molecule is O=c1[nH]c2cc(-c3ccccc3)nc-2nn1-c1c(Cl)cc(Cl)cc1Cl. The result is 0 (inactive).